This data is from Rat liver microsome stability data. The task is: Regression/Classification. Given a drug SMILES string, predict its absorption, distribution, metabolism, or excretion properties. Task type varies by dataset: regression for continuous measurements (e.g., permeability, clearance, half-life) or binary classification for categorical outcomes (e.g., BBB penetration, CYP inhibition). Dataset: rlm. The compound is CCc1nc2ccc(Cl)cn2c1C(=O)NCc1ccc2ccccc2c1. The result is 1 (stable in rat liver microsomes).